The task is: Predict the product of the given reaction.. This data is from Forward reaction prediction with 1.9M reactions from USPTO patents (1976-2016). (1) Given the reactants [OH:1][C:2]([C:51]1[S:52][CH:53]=[CH:54][CH:55]=1)([C:46]1[S:47][CH:48]=[CH:49][CH:50]=1)[C:3]([O:5][C@H:6]1[CH2:11][CH2:10][C@H:9]([N:12]([CH2:14][CH2:15][CH2:16][CH2:17][CH2:18][CH2:19][CH2:20][CH2:21][CH2:22][NH:23][CH2:24][C@H:25]([O:38][Si](C(C)(C)C)(C)C)[C:26]2[CH:35]=[CH:34][C:33]([OH:36])=[C:32]3[C:27]=2[CH:28]=[CH:29][C:30](=[O:37])[NH:31]3)[CH3:13])[CH2:8][CH2:7]1)=[O:4].F.F.F.C(N(CC)CC)C, predict the reaction product. The product is: [OH:1][C:2]([C:46]1[S:47][CH:48]=[CH:49][CH:50]=1)([C:51]1[S:52][CH:53]=[CH:54][CH:55]=1)[C:3]([O:5][C@H:6]1[CH2:11][CH2:10][C@H:9]([N:12]([CH2:14][CH2:15][CH2:16][CH2:17][CH2:18][CH2:19][CH2:20][CH2:21][CH2:22][NH:23][CH2:24][C@H:25]([OH:38])[C:26]2[CH:35]=[CH:34][C:33]([OH:36])=[C:32]3[C:27]=2[CH:28]=[CH:29][C:30](=[O:37])[NH:31]3)[CH3:13])[CH2:8][CH2:7]1)=[O:4]. (2) Given the reactants Cl[C:2]1[CH:7]=[C:6]([O:8][C:9]2[C:10]([C:16]3[O:17][CH:18]=[CH:19][CH:20]=3)=[N:11][C:12]([CH3:15])=[CH:13][CH:14]=2)[CH:5]=[CH:4][N:3]=1.[CH3:21][O:22][C:23]1[CH:24]=[C:25]([CH:27]=[C:28]([O:32][CH3:33])[C:29]=1[O:30][CH3:31])[NH2:26].C([O-])([O-])=O.[Cs+].[Cs+].CC1(C)C2C(=C(P(C3C=CC=CC=3)C3C=CC=CC=3)C=CC=2)OC2C(P(C3C=CC=CC=3)C3C=CC=CC=3)=CC=CC1=2, predict the reaction product. The product is: [O:17]1[CH:18]=[CH:19][CH:20]=[C:16]1[C:10]1[C:9]([O:8][C:6]2[CH:5]=[CH:4][N:3]=[C:2]([NH:26][C:25]3[CH:27]=[C:28]([O:32][CH3:33])[C:29]([O:30][CH3:31])=[C:23]([O:22][CH3:21])[CH:24]=3)[CH:7]=2)=[CH:14][CH:13]=[C:12]([CH3:15])[N:11]=1. (3) Given the reactants [NH2:1][C:2]1[CH:10]=[CH:9][C:8]([CH2:11][NH:12][S:13]([CH3:16])(=[O:15])=[O:14])=[CH:7][C:3]=1[C:4]([NH2:6])=[O:5].[OH:17][C:18]1[C:25]([CH3:26])=[CH:24][C:21]([CH:22]=O)=[CH:20][C:19]=1[CH3:27], predict the reaction product. The product is: [OH:17][C:18]1[C:25]([CH3:26])=[CH:24][C:21]([C:22]2[NH:6][C:4](=[O:5])[C:3]3[C:2](=[CH:10][CH:9]=[C:8]([CH2:11][NH:12][S:13]([CH3:16])(=[O:15])=[O:14])[CH:7]=3)[N:1]=2)=[CH:20][C:19]=1[CH3:27].